This data is from Reaction yield outcomes from USPTO patents with 853,638 reactions. The task is: Predict the reaction yield, written as a fraction of the theoretical maximum amount of product (1.0 means a 100% yield; for example, 0.34 means a 34% yield). (1) The reactants are [Cl:1][C:2]1[CH:13]=[CH:12][C:5]([C:6]([O:8]C(C)C)=[O:7])=[CH:4][C:3]=1[O:14][CH:15]([CH3:17])[CH3:16].[OH-].[Na+]. The catalyst is CO.O. The product is [Cl:1][C:2]1[CH:13]=[CH:12][C:5]([C:6]([OH:8])=[O:7])=[CH:4][C:3]=1[O:14][CH:15]([CH3:17])[CH3:16]. The yield is 0.850. (2) The reactants are [OH-].[K+].C(OC([N:10]1[C:18]2[C:13](=[CH:14][C:15]([C:19]3([CH2:24][C:25]4[CH:30]=[CH:29][CH:28]=[CH:27][CH:26]=4)[CH2:23][CH2:22][NH:21][CH2:20]3)=[CH:16][CH:17]=2)[CH:12]=[C:11]1[C:31]#[N:32])=O)(C)(C)C. The catalyst is O.CCO. The product is [CH2:24]([C:19]1([C:15]2[CH:14]=[C:13]3[C:18](=[CH:17][CH:16]=2)[NH:10][C:11]([C:31]#[N:32])=[CH:12]3)[CH2:23][CH2:22][NH:21][CH2:20]1)[C:25]1[CH:30]=[CH:29][CH:28]=[CH:27][CH:26]=1. The yield is 0.480.